This data is from Reaction yield outcomes from USPTO patents with 853,638 reactions. The task is: Predict the reaction yield, written as a fraction of the theoretical maximum amount of product (1.0 means a 100% yield; for example, 0.34 means a 34% yield). (1) The reactants are [CH3:1][C:2]1[NH:3][C:4]2[C:9]([CH:10]=1)=[CH:8][CH:7]=[CH:6][CH:5]=2.C([Li])CCC.CC(C)([O-])C.[K+].[F:22][C:23]([F:37])([F:36])[C:24](=[O:35])[CH2:25][C:26]([CH3:34])([C:28]1[CH:33]=[CH:32][CH:31]=[CH:30][N:29]=1)[CH3:27]. The catalyst is C1COCC1. The product is [F:37][C:23]([F:22])([F:36])[C:24]([CH2:1][C:2]1[NH:3][C:4]2[C:9]([CH:10]=1)=[CH:8][CH:7]=[CH:6][CH:5]=2)([OH:35])[CH2:25][C:26]([CH3:27])([C:28]1[CH:33]=[CH:32][CH:31]=[CH:30][N:29]=1)[CH3:34]. The yield is 0.280. (2) The reactants are [Si]([O:8][C@H:9]1[CH2:14][CH2:13][C@H:12]([N:15]2[C:20](=[O:21])[C:19]([CH2:22][C:23]3[CH:28]=[CH:27][C:26]([C:29]4[C:30]([C:35]#[N:36])=[CH:31][CH:32]=[CH:33][CH:34]=4)=[CH:25][CH:24]=3)=[C:18]([CH2:37][CH2:38][CH3:39])[N:17]3[N:40]=[CH:41][C:42]([F:43])=[C:16]23)[CH2:11][CH2:10]1)(C(C)(C)C)(C)C.[F-].C([N+](CCCC)(CCCC)CCCC)CCC.[C:62]([O:65][CH2:66][CH3:67])(=[O:64])[CH3:63].[Cl-].[NH4+]. The catalyst is O1CCCC1. The product is [CH2:66]([O:65][C:62](=[O:64])[CH2:63][O:8][C@H:9]1[CH2:10][CH2:11][C@H:12]([N:15]2[C:20](=[O:21])[C:19]([CH2:22][C:23]3[CH:28]=[CH:27][C:26]([C:29]4[CH:34]=[CH:33][CH:32]=[CH:31][C:30]=4[C:35]#[N:36])=[CH:25][CH:24]=3)=[C:18]([CH2:37][CH2:38][CH3:39])[N:17]3[N:40]=[CH:41][C:42]([F:43])=[C:16]23)[CH2:13][CH2:14]1)[CH3:67]. The yield is 0.420. (3) The reactants are [OH:1][C:2]([C:34]1[S:35][CH:36]=[CH:37][CH:38]=1)([C:29]1[S:30][CH:31]=[CH:32][CH:33]=1)[C:3]([O:5][C@H:6]1[CH2:11][CH2:10][C@H:9]([N:12]([CH2:14][CH2:15][CH2:16][N:17]2[C:21]3[CH:22]=[CH:23][C:24]([CH:26]=O)=[CH:25][C:20]=3[NH:19][C:18]2=[O:28])[CH3:13])[CH2:8][CH2:7]1)=[O:4].C(O)(=O)C.[NH2:43][CH2:44][C@@H:45]([C:54]1[CH:55]=[CH:56][C:57]([OH:63])=[C:58]([NH:60][CH:61]=[O:62])[CH:59]=1)[O:46][Si:47]([C:50]([CH3:53])([CH3:52])[CH3:51])([CH3:49])[CH3:48].C(O[BH-](OC(=O)C)OC(=O)C)(=O)C.[Na+].OC(C1SC=CC=1)(C1SC=CC=1)C(O[C@H]1CC[C@H](N(CCCN2C3C=CC(CNC[C@H](O[Si](C(C)(C)C)(C)C)C4C=CC(O)=C5C=4C=CC(=O)N5)=CC=3OC2=O)C)CC1)=O. No catalyst specified. The product is [OH:1][C:2]([C:29]1[S:30][CH:31]=[CH:32][CH:33]=1)([C:34]1[S:35][CH:36]=[CH:37][CH:38]=1)[C:3]([O:5][C@H:6]1[CH2:7][CH2:8][C@H:9]([N:12]([CH2:14][CH2:15][CH2:16][N:17]2[C:21]3[CH:22]=[CH:23][C:24]([CH2:26][NH:43][CH2:44][C@H:45]([O:46][Si:47]([C:50]([CH3:53])([CH3:52])[CH3:51])([CH3:48])[CH3:49])[C:54]4[CH:55]=[CH:56][C:57]([OH:63])=[C:58]([NH:60][CH:61]=[O:62])[CH:59]=4)=[CH:25][C:20]=3[NH:19][C:18]2=[O:28])[CH3:13])[CH2:10][CH2:11]1)=[O:4]. The yield is 0.560. (4) The reactants are [CH:1]([O:4][C:5](=[O:15])[CH:6]=[CH:7][C:8]1[CH:13]=[CH:12][C:11]([NH2:14])=[CH:10][CH:9]=1)([CH3:3])[CH3:2].[CH3:16][C:17]([O:20][C:21](O[C:21]([O:20][C:17]([CH3:19])([CH3:18])[CH3:16])=[O:22])=[O:22])([CH3:19])[CH3:18]. The catalyst is O1CCCC1. The product is [CH:1]([O:4][C:5](=[O:15])[CH:6]=[CH:7][C:8]1[CH:9]=[CH:10][C:11]([NH:14][C:21]([O:20][C:17]([CH3:19])([CH3:18])[CH3:16])=[O:22])=[CH:12][CH:13]=1)([CH3:3])[CH3:2]. The yield is 0.850. (5) The reactants are [CH2:1]([O:5][CH2:6][C:7]1[CH:14]=[CH:13][C:10]([CH:11]=O)=[CH:9][CH:8]=1)[CH2:2][CH2:3][CH3:4].[N+:15]([CH3:18])([O-:17])=[O:16].C[O-].[Na+].Cl.[BH4-].[Na+]. The catalyst is CO.CS(C)=O.C(O)(=O)C. The product is [CH2:1]([O:5][CH2:6][C:7]1[CH:14]=[CH:13][C:10]([CH2:11][CH2:18][N+:15]([O-:17])=[O:16])=[CH:9][CH:8]=1)[CH2:2][CH2:3][CH3:4]. The yield is 0.290. (6) The product is [O:7]1[CH2:12][CH2:11][CH2:10][O:9][CH:8]1[CH2:13][CH2:14][C:4]([CH2:3][CH2:2][CH:1]1[O:6][CH2:2][CH2:3][CH2:4][O:5]1)([OH:5])[CH2:18][CH2:19][CH2:20][CH2:21][OH:17]. The reactants are [C:1]1(=[O:6])[O:5][CH2:4][CH2:3][CH2:2]1.[O:7]1[CH2:12][CH2:11][CH2:10][O:9][CH:8]1[CH2:13][CH2:14][Mg]Br.[O:17]1[CH2:21][CH2:20][CH2:19][CH2:18]1.[Cl-].[NH4+]. The yield is 0.550. The catalyst is O1CCCC1. (7) The reactants are [CH3:1][C:2]([C:7]1[S:8][C:9]([C:12]2[CH:17]=[C:16]([NH:18][C:19]3[N:24]=[C:23]([C:25]([F:28])([F:27])[F:26])[CH:22]=[CH:21][N:20]=3)[CH:15]=[C:14]([CH3:29])[CH:13]=2)=[CH:10][N:11]=1)([CH3:6])[C:3]([OH:5])=O.C1C=CC2N(O)N=NC=2C=1.C(Cl)CCl.[CH:44]([NH:46][NH2:47])=[O:45].CCN(C(C)C)C(C)C. The catalyst is O.O1CCOCC1. The product is [CH:44]([NH:46][NH:47][C:3](=[O:5])[C:2]([CH3:1])([C:7]1[S:8][C:9]([C:12]2[CH:17]=[C:16]([NH:18][C:19]3[N:24]=[C:23]([C:25]([F:28])([F:26])[F:27])[CH:22]=[CH:21][N:20]=3)[CH:15]=[C:14]([CH3:29])[CH:13]=2)=[CH:10][N:11]=1)[CH3:6])=[O:45]. The yield is 0.460.